Dataset: Peptide-MHC class I binding affinity with 185,985 pairs from IEDB/IMGT. Task: Regression. Given a peptide amino acid sequence and an MHC pseudo amino acid sequence, predict their binding affinity value. This is MHC class I binding data. The peptide sequence is FFGWEGVGV. The MHC is HLA-B07:02 with pseudo-sequence HLA-B07:02. The binding affinity (normalized) is 0.0847.